From a dataset of Catalyst prediction with 721,799 reactions and 888 catalyst types from USPTO. Predict which catalyst facilitates the given reaction. Reactant: Cl.[NH2:2][C:3]1[C:8]2[C:9]([C:25]3[CH:26]=[N:27][C:28]4[C:33]([CH:34]=3)=[CH:32][CH:31]=[CH:30][CH:29]=4)=[C:10]3[N:15]([C:7]=2[N:6]=[CH:5][N:4]=1)[CH2:14][CH2:13][C@@H:12]([NH:16]C(=O)OC(C)(C)C)[C:11]3=[CH2:24].[OH-].[Na+]. Product: [CH2:24]=[C:11]1[C:10]2[N:15]([C:7]3[N:6]=[CH:5][N:4]=[C:3]([NH2:2])[C:8]=3[C:9]=2[C:25]2[CH:26]=[N:27][C:28]3[C:33]([CH:34]=2)=[CH:32][CH:31]=[CH:30][CH:29]=3)[CH2:14][CH2:13][C@H:12]1[NH2:16]. The catalyst class is: 8.